From a dataset of NCI-60 drug combinations with 297,098 pairs across 59 cell lines. Regression. Given two drug SMILES strings and cell line genomic features, predict the synergy score measuring deviation from expected non-interaction effect. Drug 1: CC1=C(C=C(C=C1)NC(=O)C2=CC=C(C=C2)CN3CCN(CC3)C)NC4=NC=CC(=N4)C5=CN=CC=C5. Drug 2: COCCOC1=C(C=C2C(=C1)C(=NC=N2)NC3=CC=CC(=C3)C#C)OCCOC.Cl. Cell line: SK-MEL-28. Synergy scores: CSS=-4.84, Synergy_ZIP=0.0168, Synergy_Bliss=-2.93, Synergy_Loewe=-6.42, Synergy_HSA=-5.81.